This data is from Full USPTO retrosynthesis dataset with 1.9M reactions from patents (1976-2016). The task is: Predict the reactants needed to synthesize the given product. (1) Given the product [OH:23][C:20]([C:17]1[CH:18]=[CH:19][C:14]([C:13]([NH:12][C:4]2[CH:3]=[C:2]([C:25]3[CH:30]=[CH:29][CH:28]=[CH:27][CH:26]=3)[N:7]3[N:8]=[C:9]([CH3:11])[CH:10]=[C:6]3[N:5]=2)=[O:24])=[CH:15][CH:16]=1)([CH3:22])[CH3:21], predict the reactants needed to synthesize it. The reactants are: Cl[C:2]1[N:7]2[N:8]=[C:9]([CH3:11])[CH:10]=[C:6]2[N:5]=[C:4]([NH:12][C:13](=[O:24])[C:14]2[CH:19]=[CH:18][C:17]([C:20]([OH:23])([CH3:22])[CH3:21])=[CH:16][CH:15]=2)[CH:3]=1.[C:25]1(B(O)O)[CH:30]=[CH:29][CH:28]=[CH:27][CH:26]=1.O1CCOCC1. (2) The reactants are: I[C:2]1[CH:7]=[CH:6][N:5]=[C:4]2[NH:8][N:9]=[CH:10][C:3]=12.C1(C)C=CC(S(O)=O)=CC=1.[Na].[C-:22]#[N:23].[K+]. Given the product [NH:8]1[C:4]2[N:5]=[CH:6][CH:7]=[C:2]([C:22]#[N:23])[C:3]=2[CH:10]=[N:9]1, predict the reactants needed to synthesize it. (3) The reactants are: Cl[C:2]1[C:7]([CH3:8])=[N:6][C:5]([CH3:9])=[CH:4][N:3]=1.[C:10]([N:17]1[CH2:22][CH2:21][NH:20][CH2:19][CH2:18]1)([O:12][C:13]([CH3:16])([CH3:15])[CH3:14])=[O:11].C1(P(C2CCCCC2)C2C=CC=CC=2C2C(C(C)C)=CC(C(C)C)=CC=2C(C)C)CCCCC1.CC(C)([O-])C.[Na+]. Given the product [C:13]([O:12][C:10]([N:17]1[CH2:22][CH2:21][NH:20][CH2:19][CH:18]1[C:2]1[C:7]([CH3:8])=[N:6][C:5]([CH3:9])=[CH:4][N:3]=1)=[O:11])([CH3:16])([CH3:14])[CH3:15], predict the reactants needed to synthesize it. (4) Given the product [CH3:39][O:38][C:36]1[CH:35]=[CH:34][C:33]([O:40][CH3:41])=[C:32]([CH:30]([OH:31])[CH2:29][NH:28][C:25]([CH2:24][NH2:23])=[O:26])[CH:37]=1.[ClH:42], predict the reactants needed to synthesize it. The reactants are: C(N1C=CN=C1)(N1C=CN=C1)=O.C([NH:23][CH2:24][C:25](O)=[O:26])(OCC1C=CC=CC=1)=O.[NH2:28][CH2:29][CH:30]([C:32]1[CH:37]=[C:36]([O:38][CH3:39])[CH:35]=[CH:34][C:33]=1[O:40][CH3:41])[OH:31].[ClH:42]. (5) Given the product [F:29][CH:2]([F:1])[CH2:3][O:4][C:5]1[CH:10]=[CH:9][CH:8]=[CH:7][C:6]=1[C:11](=[O:28])[CH2:12][CH2:13][C:14]1[N:15]=[C:16]([C:19]2[CH:24]=[CH:23][C:22]([O:25][CH3:26])=[C:21]([O:27][CH:31]([CH3:33])[CH3:32])[CH:20]=2)[O:17][CH:18]=1, predict the reactants needed to synthesize it. The reactants are: [F:1][CH:2]([F:29])[CH2:3][O:4][C:5]1[CH:10]=[CH:9][CH:8]=[CH:7][C:6]=1[C:11](=[O:28])[CH2:12][CH2:13][C:14]1[N:15]=[C:16]([C:19]2[CH:24]=[CH:23][C:22]([O:25][CH3:26])=[C:21]([OH:27])[CH:20]=2)[O:17][CH:18]=1.Br[CH:31]([CH3:33])[CH3:32]. (6) Given the product [F:1][C:2]([P:8]([Cl:19])([C:11]([F:17])([F:16])[C:12]([F:15])([F:14])[F:13])=[O:9])([F:7])[C:3]([F:6])([F:5])[F:4], predict the reactants needed to synthesize it. The reactants are: [F:1][C:2]([P:8]([C:11]([F:17])([F:16])[C:12]([F:15])([F:14])[F:13])(=O)[OH:9])([F:7])[C:3]([F:6])([F:5])[F:4].P(Cl)(Cl)(Cl)(Cl)[Cl:19]. (7) Given the product [CH2:1]([O:3][C:4](=[O:18])[CH2:5][CH:6]1[CH2:7][CH2:8][CH:9]([C:12]2[CH:17]=[CH:16][C:15]([C:25](=[O:26])[CH2:24][Br:23])=[CH:14][CH:13]=2)[CH2:10][CH2:11]1)[CH3:2], predict the reactants needed to synthesize it. The reactants are: [CH2:1]([O:3][C:4](=[O:18])[CH2:5][CH:6]1[CH2:11][CH2:10][CH:9]([C:12]2[CH:17]=[CH:16][CH:15]=[CH:14][CH:13]=2)[CH2:8][CH2:7]1)[CH3:2].[Al+3].[Cl-].[Cl-].[Cl-].[Br:23][CH2:24][C:25](Br)=[O:26]. (8) Given the product [CH3:1][O:2][C:3]([C:4]1[C:5]([O:19][CH3:20])=[CH:6][C:7]2[S:18][C:11]([C:12]3[CH:17]=[CH:16][CH:15]=[CH:14][CH:13]=3)=[N:10][C:8]=2[CH:9]=1)=[O:21], predict the reactants needed to synthesize it. The reactants are: [CH3:1][O:2][C:3](=[O:21])[C:4]1[CH:9]=[C:8]([NH:10][C:11](=[S:18])[C:12]2[CH:17]=[CH:16][CH:15]=[CH:14][CH:13]=2)[CH:7]=[CH:6][C:5]=1[O:19][CH3:20].[OH-].[Na+]. (9) Given the product [Br:24][C:16]1[C:12]2[C:13](=[C:8]([NH:7][CH2:6][C:5]3[CH:21]=[CH:22][C:2]([F:1])=[CH:3][C:4]=3[CH3:23])[N:9]=[CH:10][CH:11]=2)[N:14]([CH2:18][CH2:19][CH3:20])[C:15]=1[CH3:17], predict the reactants needed to synthesize it. The reactants are: [F:1][C:2]1[CH:22]=[CH:21][C:5]([CH2:6][NH:7][C:8]2[N:9]=[CH:10][CH:11]=[C:12]3[CH:16]=[C:15]([CH3:17])[N:14]([CH2:18][CH2:19][CH3:20])[C:13]=23)=[C:4]([CH3:23])[CH:3]=1.[Br:24]Br. (10) The reactants are: [Cl:1][C:2]1[CH:7]=[CH:6][C:5]([OH:8])=[C:4]([C:9]2[N:13]=[CH:12][NH:11][N:10]=2)[CH:3]=1.Cl[C:15]1[CH:20]=[CH:19][CH:18]=[CH:17][N:16]=1. Given the product [Cl:1][C:2]1[CH:7]=[CH:6][C:5]([OH:8])=[C:4]([C:9]2[N:13]=[CH:12][N:11]([C:15]3[CH:20]=[CH:19][CH:18]=[CH:17][N:16]=3)[N:10]=2)[CH:3]=1, predict the reactants needed to synthesize it.